This data is from Reaction yield outcomes from USPTO patents with 853,638 reactions. The task is: Predict the reaction yield, written as a fraction of the theoretical maximum amount of product (1.0 means a 100% yield; for example, 0.34 means a 34% yield). (1) The reactants are [Cl:1]N1C(=O)CCC1=O.[F:9][C:10]1[CH:11]=[C:12]([N:16]2[C:24]3[C:19](=[CH:20][CH:21]=[CH:22][CH:23]=3)[CH:18]=[C:17]2[CH:25]([NH:27][C:28](=[O:34])[O:29][C:30]([CH3:33])([CH3:32])[CH3:31])[CH3:26])[CH:13]=[CH:14][CH:15]=1. The catalyst is CN(C=O)C.O. The product is [Cl:1][C:18]1[C:19]2[C:24](=[CH:23][CH:22]=[CH:21][CH:20]=2)[N:16]([C:12]2[CH:13]=[CH:14][CH:15]=[C:10]([F:9])[CH:11]=2)[C:17]=1[CH:25]([NH:27][C:28](=[O:34])[O:29][C:30]([CH3:33])([CH3:32])[CH3:31])[CH3:26]. The yield is 0.940. (2) The reactants are [F:1][C:2]([F:15])([F:14])[C:3]1[N:4]=[C:5]([OH:13])[C:6]2[CH2:12][CH2:11][NH:10][CH2:9][C:7]=2[N:8]=1.[C:16](O[C:16]([O:18][C:19]([CH3:22])([CH3:21])[CH3:20])=[O:17])([O:18][C:19]([CH3:22])([CH3:21])[CH3:20])=[O:17]. The catalyst is O1CCCC1. The product is [OH:13][C:5]1[C:6]2[CH2:12][CH2:11][N:10]([C:16]([O:18][C:19]([CH3:22])([CH3:21])[CH3:20])=[O:17])[CH2:9][C:7]=2[N:8]=[C:3]([C:2]([F:1])([F:14])[F:15])[N:4]=1. The yield is 0.850. (3) The reactants are [Br:1][C:2]1[CH:7]=[C:6]([CH3:8])[C:5]([Cl:9])=[CH:4][C:3]=1[CH3:10].BrN1C(=O)CCC1=O.N(C(C)(C)C#N)=NC(C)(C)C#N.[C:31]([O-:34])(=[O:33])[CH3:32].[Na+].[C:36]([O:39]CC)(=[O:38])[CH3:37]. The catalyst is CN(C=O)C.ClCCl. The product is [CH3:32][C:31]([O:34][CH2:10][C:3]1[C:2]([Br:1])=[CH:7][C:6]([CH2:8][O:39][C:36]([CH3:37])=[O:38])=[C:5]([Cl:9])[CH:4]=1)=[O:33]. The yield is 0.386. (4) The reactants are [C:1]1([Mg]Br)[CH:6]=[CH:5][CH:4]=[CH:3][CH:2]=1.[CH:9](=[O:13])/[CH:10]=[CH:11]/[CH3:12].[Cl-].[NH4+]. The catalyst is O1CCCC1.CCOCC. The product is [C:1]1([CH:9]([OH:13])[CH:10]=[CH:11][CH3:12])[CH:6]=[CH:5][CH:4]=[CH:3][CH:2]=1. The yield is 0.999. (5) No catalyst specified. The product is [C:6]([C:10]1[CH:51]=[CH:50][C:13]([O:14][C:15]2[CH:16]=[CH:17][C:18]([C:21]3[CH:22]=[CH:23][C:24]([CH2:27][C:28]4[N:29]([C:41]5[CH:42]=[CH:43][C:44]([C:45]([NH:5][S:2]([CH3:1])(=[O:4])=[O:3])=[O:46])=[CH:48][CH:49]=5)[CH:30]=[C:31]([C:33]5[CH:38]=[CH:37][C:36]([Cl:39])=[CH:35][C:34]=5[Cl:40])[N:32]=4)=[CH:25][CH:26]=3)=[CH:19][CH:20]=2)=[CH:12][CH:11]=1)([CH3:9])([CH3:7])[CH3:8]. The reactants are [CH3:1][S:2]([NH2:5])(=[O:4])=[O:3].[C:6]([C:10]1[CH:51]=[CH:50][C:13]([O:14][C:15]2[CH:20]=[CH:19][C:18]([C:21]3[CH:26]=[CH:25][C:24]([CH2:27][C:28]4[N:29]([C:41]5[CH:49]=[CH:48][C:44]([C:45](O)=[O:46])=[CH:43][CH:42]=5)[CH:30]=[C:31]([C:33]5[CH:38]=[CH:37][C:36]([Cl:39])=[CH:35][C:34]=5[Cl:40])[N:32]=4)=[CH:23][CH:22]=3)=[CH:17][CH:16]=2)=[CH:12][CH:11]=1)([CH3:9])([CH3:8])[CH3:7]. The yield is 0.470. (6) The reactants are [CH2:1]([N:8]1[C:13](=[O:14])[CH2:12][NH:11][C:10]2[N:15]=[CH:16][C:17]([C:19]3[CH:20]=[C:21]([CH:25]=[CH:26][CH:27]=3)[C:22](O)=[O:23])=[CH:18][C:9]1=2)[C:2]1[CH:7]=[CH:6][CH:5]=[CH:4][CH:3]=1.[NH:28]1[CH2:32][CH2:31][CH2:30][CH2:29]1. No catalyst specified. The product is [CH2:1]([N:8]1[C:13](=[O:14])[CH2:12][NH:11][C:10]2[N:15]=[CH:16][C:17]([C:19]3[CH:27]=[CH:26][CH:25]=[C:21]([C:22]([N:28]4[CH2:32][CH2:31][CH2:30][CH2:29]4)=[O:23])[CH:20]=3)=[CH:18][C:9]1=2)[C:2]1[CH:7]=[CH:6][CH:5]=[CH:4][CH:3]=1. The yield is 0.470. (7) The reactants are [NH2:1][C@@H:2]([C:5]([OH:7])=[O:6])[CH2:3][OH:4].C([BH3-])#N.[Na+].[CH:12](=O)[C:13]1[CH:18]=[CH:17][CH:16]=[CH:15][CH:14]=1. The catalyst is CO. The product is [CH2:12]([NH:1][C@@H:2]([C:5]([OH:7])=[O:6])[CH2:3][OH:4])[C:13]1[CH:18]=[CH:17][CH:16]=[CH:15][CH:14]=1. The yield is 0.600. (8) The reactants are [CH3:1][O:2][CH2:3][CH2:4][O:5][C:6]1[CH:14]=[C:13]2[C:9]([CH:10]=[C:11]([C:15]([O:17][CH3:18])=[O:16])[NH:12]2)=[CH:8][CH:7]=1.Cl[Sn](Cl)(Cl)Cl.C(Cl)Cl.[CH3:27][C:28]1[C:36]([N+:37]([O-:39])=[O:38])=[CH:35][CH:34]=[CH:33][C:29]=1[C:30](Cl)=[O:31].[O-]S([O-])(=O)=O.[Mg+2]. The catalyst is ClCCl.[N+](C)([O-])=O.CCOC(C)=O. The product is [CH3:1][O:2][CH2:3][CH2:4][O:5][C:6]1[CH:14]=[C:13]2[C:9]([C:10]([C:30](=[O:31])[C:29]3[CH:33]=[CH:34][CH:35]=[C:36]([N+:37]([O-:39])=[O:38])[C:28]=3[CH3:27])=[C:11]([C:15]([O:17][CH3:18])=[O:16])[NH:12]2)=[CH:8][CH:7]=1. The yield is 1.04.